This data is from Catalyst prediction with 721,799 reactions and 888 catalyst types from USPTO. The task is: Predict which catalyst facilitates the given reaction. (1) Reactant: [CH:1]([N:4]1[C:8]([C:9]2[N:18]=[C:17]3[N:11]([CH2:12][CH2:13][O:14][C:15]4[CH:22]=[C:21](O)[N:20]=[CH:19][C:16]=43)[CH:10]=2)=[N:7][CH:6]=[N:5]1)([CH3:3])[CH3:2].Cl.[OH:25][CH:26]1[CH2:29][NH:28][CH2:27]1.CCN(C(C)C)C(C)C.CO. Product: [CH:1]([N:4]1[C:8]([C:9]2[N:18]=[C:17]3[C:16]4[CH:19]=[N:20][C:21]([N:28]5[CH2:29][CH:26]([OH:25])[CH2:27]5)=[CH:22][C:15]=4[O:14][CH2:13][CH2:12][N:11]3[CH:10]=2)=[N:7][CH:6]=[N:5]1)([CH3:2])[CH3:3]. The catalyst class is: 2. (2) Reactant: [Cl:1][C:2]1[N:7]=[CH:6][C:5]([N:8]2[CH2:13][CH2:12][CH:11]([NH:14]C(=O)OC(C)(C)C)[CH2:10][CH2:9]2)=[CH:4][CH:3]=1.C1COCC1.CO. Product: [ClH:1].[ClH:1].[Cl:1][C:2]1[N:7]=[CH:6][C:5]([N:8]2[CH2:13][CH2:12][CH:11]([NH2:14])[CH2:10][CH2:9]2)=[CH:4][CH:3]=1. The catalyst class is: 89. (3) Reactant: [Br:1][C:2]1[N:7]=[C:6]([C:8]([O:10][CH3:11])=[O:9])[C:5]([OH:12])=[CH:4][CH:3]=1.[O:13]([CH2:20][CH2:21]O)[C:14]1[CH:19]=[CH:18][CH:17]=[CH:16][CH:15]=1.CC(OC(/N=N/C(OC(C)C)=O)=O)C. Product: [Br:1][C:2]1[N:7]=[C:6]([C:8]([O:10][CH3:11])=[O:9])[C:5]([O:12][CH2:21][CH2:20][O:13][C:14]2[CH:19]=[CH:18][CH:17]=[CH:16][CH:15]=2)=[CH:4][CH:3]=1. The catalyst class is: 2. (4) Reactant: CC(OI1(OC(C)=O)(OC(C)=O)OC(=O)C2C=CC=CC1=2)=O.[OH:23][CH2:24][CH:25]1[CH2:33][C:32]2[C:27](=[CH:28][CH:29]=[CH:30][CH:31]=2)[N:26]1[C:34]([O:36][C:37]([CH3:40])([CH3:39])[CH3:38])=[O:35]. Product: [CH:24]([CH:25]1[CH2:33][C:32]2[C:27](=[CH:28][CH:29]=[CH:30][CH:31]=2)[N:26]1[C:34]([O:36][C:37]([CH3:40])([CH3:39])[CH3:38])=[O:35])=[O:23]. The catalyst class is: 2. (5) Reactant: [OH:1][C:2]1[CH:9]=[CH:8][C:5]([CH:6]=[O:7])=[CH:4][CH:3]=1.[CH2:10](Cl)[C:11]1[CH:16]=[CH:15][CH:14]=[CH:13][CH:12]=1.C(=O)([O-])[O-].[K+].[K+]. Product: [CH2:10]([O:1][C:2]1[CH:9]=[CH:8][C:5]([CH:6]=[O:7])=[CH:4][CH:3]=1)[C:11]1[CH:16]=[CH:15][CH:14]=[CH:13][CH:12]=1. The catalyst class is: 3. (6) Reactant: [OH:1][C:2]1[C:3]([C:8]#[N:9])=[N:4][CH:5]=[CH:6][CH:7]=1.C(=O)([O-])[O-].[K+].[K+].[CH2:16](Br)[C:17]1[CH:22]=[CH:21][CH:20]=[CH:19][CH:18]=1. Product: [CH2:16]([O:1][C:2]1[C:3]([C:8]#[N:9])=[N:4][CH:5]=[CH:6][CH:7]=1)[C:17]1[CH:22]=[CH:21][CH:20]=[CH:19][CH:18]=1. The catalyst class is: 21.